From a dataset of NCI-60 drug combinations with 297,098 pairs across 59 cell lines. Regression. Given two drug SMILES strings and cell line genomic features, predict the synergy score measuring deviation from expected non-interaction effect. (1) Drug 1: CC1CCC2CC(C(=CC=CC=CC(CC(C(=O)C(C(C(=CC(C(=O)CC(OC(=O)C3CCCCN3C(=O)C(=O)C1(O2)O)C(C)CC4CCC(C(C4)OC)OCCO)C)C)O)OC)C)C)C)OC. Drug 2: CC1C(C(CC(O1)OC2CC(CC3=C2C(=C4C(=C3O)C(=O)C5=CC=CC=C5C4=O)O)(C(=O)C)O)N)O. Cell line: MALME-3M. Synergy scores: CSS=58.8, Synergy_ZIP=-0.584, Synergy_Bliss=-0.847, Synergy_Loewe=3.73, Synergy_HSA=4.45. (2) Synergy scores: CSS=-2.59, Synergy_ZIP=0.585, Synergy_Bliss=2.49, Synergy_Loewe=-3.25, Synergy_HSA=-1.82. Drug 1: C(CC(=O)O)C(=O)CN.Cl. Cell line: NCI-H226. Drug 2: CN(C(=O)NC(C=O)C(C(C(CO)O)O)O)N=O. (3) Drug 1: CC12CCC3C(C1CCC2=O)CC(=C)C4=CC(=O)C=CC34C. Drug 2: CC1C(C(=O)NC(C(=O)N2CCCC2C(=O)N(CC(=O)N(C(C(=O)O1)C(C)C)C)C)C(C)C)NC(=O)C3=C4C(=C(C=C3)C)OC5=C(C(=O)C(=C(C5=N4)C(=O)NC6C(OC(=O)C(N(C(=O)CN(C(=O)C7CCCN7C(=O)C(NC6=O)C(C)C)C)C)C(C)C)C)N)C. Cell line: NCI-H322M. Synergy scores: CSS=25.3, Synergy_ZIP=2.02, Synergy_Bliss=6.10, Synergy_Loewe=5.37, Synergy_HSA=5.19.